This data is from Forward reaction prediction with 1.9M reactions from USPTO patents (1976-2016). The task is: Predict the product of the given reaction. Given the reactants Cl[CH2:2][CH2:3][CH2:4][O:5][C:6]1[CH:11]=[CH:10][C:9]([C:12]2([CH2:18][N:19]([CH3:21])[CH3:20])[CH2:17][CH2:16][O:15][CH2:14][CH2:13]2)=[CH:8][CH:7]=1.[NH:22]1[CH2:27][CH2:26][O:25][CH2:24][CH2:23]1.C(=O)([O-])[O-].[K+].[K+], predict the reaction product. The product is: [CH3:20][N:19]([CH3:21])[CH2:18][C:12]1([C:9]2[CH:10]=[CH:11][C:6]([O:5][CH2:4][CH2:3][CH2:2][N:22]3[CH2:27][CH2:26][O:25][CH2:24][CH2:23]3)=[CH:7][CH:8]=2)[CH2:17][CH2:16][O:15][CH2:14][CH2:13]1.